This data is from Aqueous solubility values for 9,982 compounds from the AqSolDB database. The task is: Regression/Classification. Given a drug SMILES string, predict its absorption, distribution, metabolism, or excretion properties. Task type varies by dataset: regression for continuous measurements (e.g., permeability, clearance, half-life) or binary classification for categorical outcomes (e.g., BBB penetration, CYP inhibition). For this dataset (solubility_aqsoldb), we predict Y. (1) The molecule is CC(=O)O[C@H]1CC[C@H]2[C@@H]3CC[C@H]4CC(=O)C[C@H](C)[C@]4(C)[C@H]3CC[C@]12C. The Y is -5.09 log mol/L. (2) The molecule is Nc1[nH]c(=O)[nH]c2nc(=O)[nH]c1-2. The Y is -3.46 log mol/L.